From a dataset of Catalyst prediction with 721,799 reactions and 888 catalyst types from USPTO. Predict which catalyst facilitates the given reaction. (1) Reactant: C[O:2][C:3]1[CH:4]=[C:5]2[C:10](=[CH:11][CH:12]=1)[N:9]=[N:8][CH:7]=[C:6]2[Cl:13].[Cl-].[Cl-].[Cl-].[Al+3]. Product: [OH:2][C:3]1[CH:4]=[C:5]2[C:10](=[CH:11][CH:12]=1)[N:9]=[N:8][CH:7]=[C:6]2[Cl:13]. The catalyst class is: 11. (2) Reactant: Cl.[CH2:2]([NH:9][CH2:10][CH:11]1[CH2:20][CH2:19][C:18]2[C:13](=[CH:14][CH:15]=[C:16]([O:21][CH3:22])[CH:17]=2)[CH2:12]1)[C:3]1[CH:8]=[CH:7][CH:6]=[CH:5][CH:4]=1.[C:23]1([CH:29]([C:33]2[CH:38]=[CH:37][CH:36]=[CH:35][CH:34]=2)[CH2:30][CH2:31]I)[CH:28]=[CH:27][CH:26]=[CH:25][CH:24]=1.C(=O)([O-])[O-].[K+].[K+].CN(C=O)C. Product: [CH2:2]([N:9]([CH2:10][CH:11]1[CH2:20][CH2:19][C:18]2[C:13](=[CH:14][CH:15]=[C:16]([O:21][CH3:22])[CH:17]=2)[CH2:12]1)[CH2:31][CH2:30][CH:29]([C:23]1[CH:28]=[CH:27][CH:26]=[CH:25][CH:24]=1)[C:33]1[CH:38]=[CH:37][CH:36]=[CH:35][CH:34]=1)[C:3]1[CH:4]=[CH:5][CH:6]=[CH:7][CH:8]=1. The catalyst class is: 6. (3) The catalyst class is: 4. Reactant: ClC1C=C(C=CC=1)C(OO)=[O:6].[C:12]([O:16][C:17](=[O:30])[C@@H:18]([NH:22][C:23]([O:25][C:26]([CH3:29])([CH3:28])[CH3:27])=[O:24])[CH2:19][CH:20]=[CH2:21])([CH3:15])([CH3:14])[CH3:13]. Product: [C:12]([O:16][C:17](=[O:30])[C@@H:18]([NH:22][C:23]([O:25][C:26]([CH3:29])([CH3:28])[CH3:27])=[O:24])[CH2:19][CH:20]1[CH2:21][O:6]1)([CH3:15])([CH3:13])[CH3:14]. (4) Reactant: [C:1]([O:9]CC)(=O)[CH2:2][C:3]([O:5][CH2:6][CH3:7])=[O:4].[H-].[Na+].[H][H].[F:16][C:17]1[CH:36]=[CH:35][C:20]([CH2:21][N:22]2[C:27]3[CH:28]=[CH:29][C:30]([CH3:32])=[CH:31][C:26]=3[C:25](=O)[O:24]C2=O)=[CH:19][CH:18]=1.Cl. Product: [CH2:6]([O:5][C:3]([C:2]1[C:1](=[O:9])[N:22]([CH2:21][C:20]2[CH:35]=[CH:36][C:17]([F:16])=[CH:18][CH:19]=2)[C:27]2[C:26]([C:25]=1[OH:24])=[CH:31][C:30]([CH3:32])=[CH:29][CH:28]=2)=[O:4])[CH3:7]. The catalyst class is: 44. (5) Reactant: [CH3:1][O:2][C:3]1[CH:4]=[C:5]([CH:9]=[CH:10][C:11]=1[N:12]1[CH:16]=[C:15]([CH3:17])[N:14]=[CH:13]1)[C:6]([OH:8])=O.[NH:18]([C:20]([O:22][C:23]([CH3:26])([CH3:25])[CH3:24])=[O:21])[NH2:19].C(P(C#N)(CC)=O)C.C(N(CC)CC)C. Product: [CH3:1][O:2][C:3]1[CH:4]=[C:5]([C:6]([NH:19][NH:18][C:20]([O:22][C:23]([CH3:26])([CH3:25])[CH3:24])=[O:21])=[O:8])[CH:9]=[CH:10][C:11]=1[N:12]1[CH:16]=[C:15]([CH3:17])[N:14]=[CH:13]1. The catalyst class is: 18.